From a dataset of Catalyst prediction with 721,799 reactions and 888 catalyst types from USPTO. Predict which catalyst facilitates the given reaction. Reactant: [CH2:1]([O:8][C:9](=[O:24])[CH2:10][CH2:11][C@H:12]([NH:16][C:17]([O:19][C:20]([CH3:23])([CH3:22])[CH3:21])=[O:18])[C:13]([OH:15])=[O:14])[C:2]1[CH:7]=[CH:6][CH:5]=[CH:4][CH:3]=1.F[P-](F)(F)(F)(F)F.N1(O[P+](N(C)C)(N(C)C)N(C)C)C2C=CC=C[C:35]=2N=N1.CN1CCOCC1.[OH-].[Na+]. Product: [CH3:35][O:14][C:13](=[O:15])[C@@H:12]([NH:16][C:17]([O:19][C:20]([CH3:21])([CH3:23])[CH3:22])=[O:18])[CH2:11][CH2:10][C:9]([O:8][CH2:1][C:2]1[CH:7]=[CH:6][CH:5]=[CH:4][CH:3]=1)=[O:24]. The catalyst class is: 382.